From a dataset of NCI-60 drug combinations with 297,098 pairs across 59 cell lines. Regression. Given two drug SMILES strings and cell line genomic features, predict the synergy score measuring deviation from expected non-interaction effect. (1) Drug 1: CC1C(C(CC(O1)OC2CC(OC(C2O)C)OC3=CC4=CC5=C(C(=O)C(C(C5)C(C(=O)C(C(C)O)O)OC)OC6CC(C(C(O6)C)O)OC7CC(C(C(O7)C)O)OC8CC(C(C(O8)C)O)(C)O)C(=C4C(=C3C)O)O)O)O. Drug 2: CC1C(C(CC(O1)OC2CC(CC3=C2C(=C4C(=C3O)C(=O)C5=C(C4=O)C(=CC=C5)OC)O)(C(=O)CO)O)N)O.Cl. Cell line: MOLT-4. Synergy scores: CSS=49.3, Synergy_ZIP=1.70, Synergy_Bliss=1.42, Synergy_Loewe=-8.11, Synergy_HSA=1.17. (2) Drug 1: C1C(C(OC1N2C=C(C(=O)NC2=O)F)CO)O. Drug 2: CC1C(C(CC(O1)OC2CC(CC3=C2C(=C4C(=C3O)C(=O)C5=C(C4=O)C(=CC=C5)OC)O)(C(=O)CO)O)N)O.Cl. Cell line: HOP-62. Synergy scores: CSS=48.0, Synergy_ZIP=-8.28, Synergy_Bliss=-6.07, Synergy_Loewe=-6.10, Synergy_HSA=-0.412.